Dataset: Catalyst prediction with 721,799 reactions and 888 catalyst types from USPTO. Task: Predict which catalyst facilitates the given reaction. (1) Reactant: [NH2:1][C:2]1[N:7]=[C:6]([N:8]2[C:16]3[C:11](=[CH:12][CH:13]=[C:14]([C:17]#[C:18][C:19]([OH:24])([CH3:23])[C:20](O)=[O:21])[CH:15]=3)[C:10]([CH3:25])=[N:9]2)[CH:5]=[CH:4][N:3]=1.F[P-](F)(F)(F)(F)F.N1(OC(N(C)C)=[N+](C)C)C2N=CC=CC=2N=N1.Cl.[NH:51]1[CH2:54][CH:53]([OH:55])[CH2:52]1.C(N(CC)CC)C. Product: [NH2:1][C:2]1[N:7]=[C:6]([N:8]2[C:16]3[C:11](=[CH:12][CH:13]=[C:14]([C:17]#[C:18][C:19]([OH:24])([CH3:23])[C:20]([N:51]4[CH2:54][CH:53]([OH:55])[CH2:52]4)=[O:21])[CH:15]=3)[C:10]([CH3:25])=[N:9]2)[CH:5]=[CH:4][N:3]=1. The catalyst class is: 18. (2) Reactant: [F:1][C:2]([F:20])([F:19])[C:3]([NH:5][C:6]1[CH:7]=[C:8]2[C:12](=[CH:13][CH:14]=1)[N:11]([CH3:15])[C:10](=[O:16])[C:9]12[CH2:18][CH2:17]1)=[O:4].[N+:21]([O-])([OH:23])=[O:22]. Product: [F:20][C:2]([F:1])([F:19])[C:3]([NH:5][C:6]1[CH:7]=[C:8]2[C:12](=[CH:13][C:14]=1[N+:21]([O-:23])=[O:22])[N:11]([CH3:15])[C:10](=[O:16])[C:9]12[CH2:17][CH2:18]1)=[O:4]. The catalyst class is: 86. (3) Product: [CH3:16][C:6]1[C:7]([CH:8]([CH2:13][CH2:14][CH3:15])[C:9]([O:11][CH3:12])=[O:10])=[C:2]([C:40]2[CH:48]=[C:47]3[C:43](=[CH:42][CH:41]=2)[CH2:44][CH2:45][C:46]3=[O:49])[N:3]=[C:4]([C:17]2[CH:22]=[CH:21][CH:20]=[CH:19][CH:18]=2)[N:5]=1. Reactant: Cl[C:2]1[C:7]([CH:8]([CH2:13][CH2:14][CH3:15])[C:9]([O:11][CH3:12])=[O:10])=[C:6]([CH3:16])[N:5]=[C:4]([C:17]2[CH:22]=[CH:21][CH:20]=[CH:19][CH:18]=2)[N:3]=1.C(N(CC)C(C)C)(C)C.CC1(C)C(C)(C)OB([C:40]2[CH:48]=[C:47]3[C:43]([CH2:44][CH2:45][C:46]3=[O:49])=[CH:42][CH:41]=2)O1. The catalyst class is: 659.